This data is from Peptide-MHC class I binding affinity with 185,985 pairs from IEDB/IMGT. The task is: Regression. Given a peptide amino acid sequence and an MHC pseudo amino acid sequence, predict their binding affinity value. This is MHC class I binding data. (1) The peptide sequence is DVTTFLSM. The MHC is Mamu-B01 with pseudo-sequence Mamu-B01. The binding affinity (normalized) is 0. (2) The peptide sequence is MAAVRTTAL. The MHC is HLA-C14:02 with pseudo-sequence HLA-C14:02. The binding affinity (normalized) is 0.750. (3) The peptide sequence is QTEENLLDF. The MHC is HLA-A26:01 with pseudo-sequence HLA-A26:01. The binding affinity (normalized) is 0.213. (4) The peptide sequence is QELLRLTV. The MHC is Mamu-A11 with pseudo-sequence Mamu-A11. The binding affinity (normalized) is 0.468. (5) The peptide sequence is GTLLGTTPI. The MHC is H-2-Db with pseudo-sequence H-2-Db. The binding affinity (normalized) is 0.475. (6) The peptide sequence is SMHFYGWSL. The MHC is HLA-A02:03 with pseudo-sequence HLA-A02:03. The binding affinity (normalized) is 0.380. (7) The peptide sequence is YSQGAFTPL. The MHC is HLA-A30:02 with pseudo-sequence HLA-A30:02. The binding affinity (normalized) is 0.213. (8) The peptide sequence is KSINKVYGK. The MHC is HLA-B45:01 with pseudo-sequence HLA-B45:01. The binding affinity (normalized) is 0. (9) The peptide sequence is LTANESGRL. The MHC is Mamu-A01 with pseudo-sequence Mamu-A01. The binding affinity (normalized) is 0.514.